This data is from Peptide-MHC class I binding affinity with 185,985 pairs from IEDB/IMGT. The task is: Regression. Given a peptide amino acid sequence and an MHC pseudo amino acid sequence, predict their binding affinity value. This is MHC class I binding data. (1) The peptide sequence is SEINNLNLT. The MHC is HLA-A02:03 with pseudo-sequence HLA-A02:03. The binding affinity (normalized) is 0.467. (2) The peptide sequence is VEITPYKPTW. The MHC is HLA-B08:01 with pseudo-sequence HLA-B08:01. The binding affinity (normalized) is 0.00776. (3) The peptide sequence is MFWKLPPWL. The MHC is HLA-B57:01 with pseudo-sequence HLA-B57:01. The binding affinity (normalized) is 0.0847. (4) The peptide sequence is MLLRSAIGQV. The MHC is HLA-A02:03 with pseudo-sequence HLA-A02:03. The binding affinity (normalized) is 0.820.